From a dataset of Catalyst prediction with 721,799 reactions and 888 catalyst types from USPTO. Predict which catalyst facilitates the given reaction. Reactant: [Si:1]([O:18][CH2:19][CH2:20][C:21]#[N:22])([C:14]([CH3:17])([CH3:16])[CH3:15])([C:8]1[CH:13]=[CH:12][CH:11]=[CH:10][CH:9]=1)[C:2]1[CH:7]=[CH:6][CH:5]=[CH:4][CH:3]=1.Cl.[NH2:24][OH:25].C(=O)(O)[O-].[Na+]. Product: [Si:1]([O:18][CH2:19][CH2:20]/[C:21](=[N:24]/[OH:25])/[NH2:22])([C:14]([CH3:16])([CH3:17])[CH3:15])([C:8]1[CH:9]=[CH:10][CH:11]=[CH:12][CH:13]=1)[C:2]1[CH:3]=[CH:4][CH:5]=[CH:6][CH:7]=1. The catalyst class is: 5.